From a dataset of Reaction yield outcomes from USPTO patents with 853,638 reactions. Predict the reaction yield, written as a fraction of the theoretical maximum amount of product (1.0 means a 100% yield; for example, 0.34 means a 34% yield). The catalyst is C1COCC1.C([O-])(=O)C.[Pd+2].C([O-])(=O)C.C1(P(C2CCCCC2)C2C=CC=CC=2C2C=CC=CC=2)CCCCC1. The reactants are Cl[C:2]1[CH:3]=[C:4]([CH:7]=[CH:8][C:9]=1[CH3:10])[C:5]#[N:6].[CH2:11]([O:13][C:14]1[CH:15]=[C:16](B(O)O)[CH:17]=[CH:18][CH:19]=1)[CH3:12].[F-].[K+]. The product is [CH2:11]([O:13][C:14]1[CH:19]=[C:18]([C:2]2[C:9]([CH3:10])=[CH:8][CH:7]=[C:4]([C:5]#[N:6])[CH:3]=2)[CH:17]=[CH:16][CH:15]=1)[CH3:12]. The yield is 0.990.